Dataset: Catalyst prediction with 721,799 reactions and 888 catalyst types from USPTO. Task: Predict which catalyst facilitates the given reaction. (1) Reactant: [C:1]([O:5][C:6](=[O:24])[NH:7][C:8](=[N:16][C:17]([O:19][C:20]([CH3:23])([CH3:22])[CH3:21])=[O:18])[N:9]1[CH2:14][CH2:13][C:12](=O)[CH2:11][CH2:10]1)([CH3:4])([CH3:3])[CH3:2].[CH3:25][C:26]1[C:27]([CH2:32][NH2:33])=[N:28][CH:29]=[CH:30][CH:31]=1.[BH-](OC(C)=O)(OC(C)=O)OC(C)=O.[Na+]. Product: [C:1]([O:5][C:6](=[O:24])[NH:7][C:8](=[N:16][C:17]([O:19][C:20]([CH3:22])([CH3:23])[CH3:21])=[O:18])[N:9]1[CH2:10][CH2:11][CH:12]([NH:33][CH2:32][C:27]2[C:26]([CH3:25])=[CH:31][CH:30]=[CH:29][N:28]=2)[CH2:13][CH2:14]1)([CH3:2])([CH3:4])[CH3:3]. The catalyst class is: 2. (2) Reactant: [C:1]([CH2:3][C:4]([NH2:6])=[O:5])#[N:2].[OH-].[Li+].C1(=O)[N:13](CC(=O)C)[C:12](=O)[C:11]2=CC=CC=[C:10]12.CCCCCCCCCCCCCCCCO.C[O-].[Na+]. Product: [NH2:2][C:1]1[NH:13][CH:12]=[C:11]([CH3:10])[C:3]=1[C:4]([NH2:6])=[O:5]. The catalyst class is: 121. (3) Reactant: [CH:1]1([C:4]([C:7]2[CH:12]=[CH:11][CH:10]=[C:9]([O:13][CH3:14])[C:8]=2[OH:15])(O)[CH3:5])[CH2:3][CH2:2]1.C([SiH](CC)CC)C.FC(F)(F)C(O)=O.C(=O)(O)[O-].[Na+].[F-].C([N+](CCCC)(CCCC)CCCC)CCC. Product: [CH:1]1([CH:4]([C:7]2[CH:12]=[CH:11][CH:10]=[C:9]([O:13][CH3:14])[C:8]=2[OH:15])[CH3:5])[CH2:3][CH2:2]1. The catalyst class is: 7. (4) The catalyst class is: 6. Reactant: FC(F)(F)CC(O)=O.P(Cl)(Cl)(Cl)=O.[OH-].[Na+].[F:16][P-:17]([F:22])([F:21])([F:20])([F:19])[F:18].[H+].[CH3:24][N:25](C)[CH:26]=O. Product: [F:16][P-:17]([F:22])([F:21])([F:20])([F:19])[F:18].[CH3:24][NH2+:25][CH3:26]. (5) Reactant: [C:1]([O:5][C:6](=[O:16])[NH:7][CH2:8][C@H:9]1[CH2:14][CH2:13][C@H:12](N)[CH2:11][CH2:10]1)([CH3:4])([CH3:3])[CH3:2].C=O.[C:19]([BH3-])#[N:20].[Na+].[C:23](O)(=O)C. Product: [C:1]([O:5][C:6](=[O:16])[NH:7][CH2:8][C@H:9]1[CH2:14][CH2:13][C@H:12]([N:20]([CH3:19])[CH3:23])[CH2:11][CH2:10]1)([CH3:4])([CH3:3])[CH3:2]. The catalyst class is: 5. (6) Reactant: [CH3:1][O:2][C:3]1[CH:43]=[CH:42][C:6]([CH2:7][N:8]([CH2:33][C:34]2[CH:39]=[CH:38][C:37]([O:40][CH3:41])=[CH:36][CH:35]=2)[C:9]2[N:14]=[C:13]([CH3:15])[N:12]=[C:11]([C:16]3[CH:17]=[C:18]([CH2:31][OH:32])[CH:19]=[N:20][C:21]=3[NH:22][C:23]3[CH:24]=[N:25][C:26]([O:29][CH3:30])=[CH:27][CH:28]=3)[N:10]=2)=[CH:5][CH:4]=1.C(N(CC)CC)C.[CH3:51][S:52](Cl)(=[O:54])=[O:53].O. Product: [CH3:51][S:52]([O:32][CH2:31][C:18]1[CH:19]=[N:20][C:21]([NH:22][C:23]2[CH:24]=[N:25][C:26]([O:29][CH3:30])=[CH:27][CH:28]=2)=[C:16]([C:11]2[N:10]=[C:9]([N:8]([CH2:7][C:6]3[CH:5]=[CH:4][C:3]([O:2][CH3:1])=[CH:43][CH:42]=3)[CH2:33][C:34]3[CH:35]=[CH:36][C:37]([O:40][CH3:41])=[CH:38][CH:39]=3)[N:14]=[C:13]([CH3:15])[N:12]=2)[CH:17]=1)(=[O:54])=[O:53]. The catalyst class is: 4.